Dataset: Forward reaction prediction with 1.9M reactions from USPTO patents (1976-2016). Task: Predict the product of the given reaction. (1) Given the reactants [C:1]([C:3]1[CH:8]=[CH:7][C:6]([CH2:9]Br)=[C:5]([O:11][CH2:12][CH3:13])[CH:4]=1)#[N:2].CN(C=O)C.[OH:19][N:20]1[C:24](=[O:25])[C:23]2=[CH:26][CH:27]=[CH:28][CH:29]=[C:22]2[C:21]1=[O:30].C(=O)([O-])[O-].[K+].[K+], predict the reaction product. The product is: [C:1]([C:3]1[CH:8]=[CH:7][C:6]([CH2:9][O:19][N:20]2[C:21](=[O:30])[C:22]3=[CH:29][CH:28]=[CH:27][CH:26]=[C:23]3[C:24]2=[O:25])=[C:5]([O:11][CH2:12][CH3:13])[CH:4]=1)#[N:2]. (2) Given the reactants C(OC(=O)/C=C/C1([S:14]([C:17]2[CH:22]=[CH:21][C:20]([CH2:23][N:24]([CH2:36][CH2:37][O:38][Si:39]([C:42]([CH3:45])([CH3:44])[CH3:43])([CH3:41])[CH3:40])[CH2:25][CH2:26][C:27]3[C:35]4[C:30](=[CH:31][CH:32]=[CH:33][CH:34]=4)[NH:29][CH:28]=3)=[CH:19][CH:18]=2)(=[O:16])=[O:15])C=CNC1)(C)(C)C.[C:47]([OH:53])([C:49](F)(F)F)=[O:48], predict the reaction product. The product is: [C:42]([Si:39]([CH3:40])([CH3:41])[O:38][CH2:37][CH2:36][N:24]([CH2:23][C:20]1[CH:19]=[CH:18][C:17]([S:14]([N:29]2[CH:30]=[CH:35][C:27](/[CH:26]=[CH:49]/[C:47]([OH:53])=[O:48])=[CH:28]2)(=[O:16])=[O:15])=[CH:22][CH:21]=1)[CH2:25][CH2:26][C:27]1[C:35]2[C:30](=[CH:31][CH:32]=[CH:33][CH:34]=2)[NH:29][CH:28]=1)([CH3:44])([CH3:43])[CH3:45].